From a dataset of Forward reaction prediction with 1.9M reactions from USPTO patents (1976-2016). Predict the product of the given reaction. (1) Given the reactants C[Si](C)(C)[N-][Si](C)(C)C.[Li+].[N:11]1[CH:16]=[CH:15][CH:14]=[CH:13][C:12]=1[CH2:17][C:18]([O:20][CH2:21][C:22]1[CH:27]=[CH:26][CH:25]=[CH:24][CH:23]=1)=[O:19].I[CH:29]([CH3:31])[CH3:30].[Cl-].[NH4+], predict the reaction product. The product is: [CH3:30][CH:29]([CH3:31])[CH:17]([C:12]1[CH:13]=[CH:14][CH:15]=[CH:16][N:11]=1)[C:18]([O:20][CH2:21][C:22]1[CH:27]=[CH:26][CH:25]=[CH:24][CH:23]=1)=[O:19]. (2) Given the reactants [CH3:1][C:2]1([CH2:9][S:10]([Cl:13])(=[O:12])=[O:11])[C:6](=[O:7])[NH:5][C:4](=[O:8])[NH:3]1.[CH2:14](SCC(=O)CC)C1C=CC=CC=1, predict the reaction product. The product is: [CH2:1]([C:2]1([CH2:9][S:10]([Cl:13])(=[O:12])=[O:11])[C:6](=[O:7])[NH:5][C:4](=[O:8])[NH:3]1)[CH3:14]. (3) Given the reactants [Br:1][C:2]1[CH:3]=[C:4]([NH2:9])[C:5]([NH2:8])=[CH:6][CH:7]=1.[C:10](O[C:10]([O:12][C:13]([CH3:16])([CH3:15])[CH3:14])=[O:11])([O:12][C:13]([CH3:16])([CH3:15])[CH3:14])=[O:11].[OH-:25].[Na+], predict the reaction product. The product is: [C:13]([O:12][C:10](=[O:11])[NH:9][C:4]1[CH:3]=[C:2]([Br:1])[CH:7]=[CH:6][C:5]=1[NH:8][C:10]([O:12][C:13]([CH3:16])([CH3:15])[CH3:14])=[O:25])([CH3:16])([CH3:15])[CH3:14]. (4) Given the reactants [C:1]1([C:7]2[N:12]=[CH:11][C:10]([C:13]3[N:14]=[C:15]([CH:18]4[CH2:23][CH2:22][NH:21][CH2:20][CH2:19]4)[NH:16][CH:17]=3)=[CH:9][N:8]=2)[CH:6]=[CH:5][CH:4]=[CH:3][CH:2]=1.C(N(CC)CC)C.[C:31](Cl)(=[O:38])[C:32]1[CH:37]=[CH:36][CH:35]=[N:34][CH:33]=1, predict the reaction product. The product is: [C:1]1([C:7]2[N:12]=[CH:11][C:10]([C:13]3[N:14]=[C:15]([CH:18]4[CH2:23][CH2:22][N:21]([C:31]([C:32]5[CH:33]=[N:34][CH:35]=[CH:36][CH:37]=5)=[O:38])[CH2:20][CH2:19]4)[NH:16][CH:17]=3)=[CH:9][N:8]=2)[CH:2]=[CH:3][CH:4]=[CH:5][CH:6]=1. (5) Given the reactants [F:1][C:2]1[CH:3]=[CH:4][C:5]([NH:8][NH:9][C:10](=O)[CH2:11][CH2:12][N:13]2[CH2:18][CH2:17][N:16]([CH3:19])[CH2:15][CH2:14]2)=[N:6][CH:7]=1.C1(P(C2C=CC=CC=2)C2C=CC=CC=2)C=CC=CC=1.C(N(CC)CC)C.ClC(Cl)(Cl)C(Cl)(Cl)Cl, predict the reaction product. The product is: [F:1][C:2]1[CH:3]=[CH:4][C:5]2[N:6]([C:10]([CH2:11][CH2:12][N:13]3[CH2:18][CH2:17][N:16]([CH3:19])[CH2:15][CH2:14]3)=[N:9][N:8]=2)[CH:7]=1. (6) Given the reactants N#N.[CH2:3]([O:5][C:6]([C:8]1[S:9][CH:10]=[C:11]([CH2:13]Cl)[N:12]=1)=[O:7])[CH3:4].C([O-])([O-])=O.[K+].[K+].[N+:21]([C:24]1[CH:25]=[N:26][NH:27][CH:28]=1)([O-:23])=[O:22].[Br-], predict the reaction product. The product is: [CH2:3]([O:5][C:6]([C:8]1[S:9][CH:10]=[C:11]([CH2:13][N:26]2[CH:25]=[C:24]([N+:21]([O-:23])=[O:22])[CH:28]=[N:27]2)[N:12]=1)=[O:7])[CH3:4]. (7) Given the reactants [CH:1]1([CH2:6][CH:7]([C:11]2[CH:16]=[CH:15][C:14]([NH:17][C:18]([C:20]3[CH:21]=[N:22][CH:23]=[CH:24][CH:25]=3)=[O:19])=[CH:13][CH:12]=2)[C:8](O)=[O:9])[CH2:5][CH2:4][CH2:3][CH2:2]1.C(N(CC)CC)C.F[P-](F)(F)(F)(F)F.N1(O[P+](N(C)C)(N(C)C)N(C)C)C2C=CC=CC=2N=N1.[CH2:60]([O:62][C:63](=[O:71])[CH2:64][C:65]1[N:66]=[C:67]([NH2:70])[S:68][CH:69]=1)[CH3:61], predict the reaction product. The product is: [CH2:60]([O:62][C:63](=[O:71])[CH2:64][C:65]1[N:66]=[C:67]([NH:70][C:8](=[O:9])[CH:7]([C:11]2[CH:16]=[CH:15][C:14]([NH:17][C:18]([C:20]3[CH:21]=[N:22][CH:23]=[CH:24][CH:25]=3)=[O:19])=[CH:13][CH:12]=2)[CH2:6][CH:1]2[CH2:2][CH2:3][CH2:4][CH2:5]2)[S:68][CH:69]=1)[CH3:61]. (8) Given the reactants [OH:1][C:2]1[CH:10]=[CH:9][CH:8]=[C:7]2[C:3]=1[CH:4]=[CH:5][NH:6]2.C([O-])([O-])=O.[K+].[K+].Br[CH2:18][C:19]([O:21][CH3:22])=[O:20], predict the reaction product. The product is: [CH3:22][O:21][C:19](=[O:20])[CH2:18][O:1][C:2]1[CH:10]=[CH:9][CH:8]=[C:7]2[C:3]=1[CH:4]=[CH:5][NH:6]2.